The task is: Predict the reactants needed to synthesize the given product.. This data is from Full USPTO retrosynthesis dataset with 1.9M reactions from patents (1976-2016). (1) Given the product [S:1]1[CH2:6][CH2:5][N:4]([CH:21]2[CH2:20][CH2:19][N:18]([C:11]([O:13][C:14]([CH3:17])([CH3:16])[CH3:15])=[O:12])[CH2:22]2)[C:3]2[CH:7]=[CH:8][CH:9]=[CH:10][C:2]1=2, predict the reactants needed to synthesize it. The reactants are: [S:1]1[CH2:6][CH2:5][NH:4][C:3]2[CH:7]=[CH:8][CH:9]=[CH:10][C:2]1=2.[C:11]([N:18]1[CH2:22][CH2:21][C:20](=O)[CH2:19]1)([O:13][C:14]([CH3:17])([CH3:16])[CH3:15])=[O:12].C(O)(=O)C.C(O[BH-](OC(=O)C)OC(=O)C)(=O)C.[Na+]. (2) Given the product [N:2]1[CH:7]=[CH:6][CH:5]=[CH:4][C:3]=1[N:8]([CH2:31][CH2:32][C:33]([OH:35])=[O:34])[C:9]([C:11]1[CH:30]=[CH:29][C:14]2[N:15]([CH3:28])[C:16]([CH2:18][NH:19][C:20]3[S:21][C:22]([C:25](=[NH:26])[NH2:27])=[CH:23][N:24]=3)=[N:17][C:13]=2[CH:12]=1)=[O:10], predict the reactants needed to synthesize it. The reactants are: Cl.[N:2]1[CH:7]=[CH:6][CH:5]=[CH:4][C:3]=1[N:8]([CH2:31][CH2:32][C:33]([O:35]CC)=[O:34])[C:9]([C:11]1[CH:30]=[CH:29][C:14]2[N:15]([CH3:28])[C:16]([CH2:18][NH:19][C:20]3[S:21][C:22]([C:25](=[NH:27])[NH2:26])=[CH:23][N:24]=3)=[N:17][C:13]=2[CH:12]=1)=[O:10].[OH-].[Na+].